From a dataset of Reaction yield outcomes from USPTO patents with 853,638 reactions. Predict the reaction yield, written as a fraction of the theoretical maximum amount of product (1.0 means a 100% yield; for example, 0.34 means a 34% yield). The reactants are [CH:1]([Si:3]([Cl:6])([Cl:5])[Cl:4])=[CH2:2].[Cl:7][SiH2:8][Cl:9]. The catalyst is [CH-]=O.[CH-]=O.[C-]#[O+].[C-]#[O+].[C-]#[O+].[C-]#[O+].[C-]#[O+].[C-]#[O+].[Co].[Co+2]. The product is [Cl:4][Si:3]([Cl:6])([Cl:5])[CH2:1][CH2:2][SiH:8]([Cl:9])[Cl:7]. The yield is 0.930.